This data is from Reaction yield outcomes from USPTO patents with 853,638 reactions. The task is: Predict the reaction yield, written as a fraction of the theoretical maximum amount of product (1.0 means a 100% yield; for example, 0.34 means a 34% yield). (1) The yield is 0.690. The product is [OH:11][CH2:2][C:3]1[O:4][C:5](=[O:9])[O:6][C:7]=1[CH3:8]. The catalyst is CC#N.CO. The reactants are Br[CH2:2][C:3]1[O:4][C:5](=[O:9])[O:6][C:7]=1[CH3:8].C(O)=[O:11].C([O-])=O.Cl. (2) The reactants are Cl.[CH3:2][NH:3][O:4][CH3:5].CCN(C(C)C)C(C)C.C[Al](C)C.[CH3:19][O:20][C:21]1[C:22]([C:38](OC)=[O:39])=[N:23][N:24]([C:28]2[CH:33]=[CH:32][CH:31]=[C:30]([C:34]([F:37])([F:36])[F:35])[CH:29]=2)[C:25](=[O:27])[CH:26]=1. The catalyst is C(Cl)Cl. The product is [CH3:5][O:4][N:3]([CH3:2])[C:38]([C:22]1[C:21]([O:20][CH3:19])=[CH:26][C:25](=[O:27])[N:24]([C:28]2[CH:33]=[CH:32][CH:31]=[C:30]([C:34]([F:36])([F:35])[F:37])[CH:29]=2)[N:23]=1)=[O:39]. The yield is 0.830. (3) The reactants are [NH2:1][C:2]1[N:23]=[C:22](Cl)[CH:21]=[CH:20][C:3]=1[C:4]([NH:6][CH2:7][C:8]1[S:9][C:10]([O:13][C:14]2[CH:19]=[CH:18][CH:17]=[CH:16][CH:15]=2)=[CH:11][CH:12]=1)=[O:5].C1C=CC(CC(NCN[C@H](C(O)=O)CC2C=CC([N+]([O-])=O)=CC=2)=O)=CC=1.[Cl:51][C:52]1[CH:59]=[CH:58][C:55]([CH2:56][NH2:57])=[CH:54][CH:53]=1.C(N(CC)C(C)C)(C)C.C(CN)O.FC(F)(F)C(O)=O. The catalyst is CS(C)=O.O. The product is [NH2:1][C:2]1[N:23]=[C:22]([NH:57][CH2:56][C:55]2[CH:58]=[CH:59][C:52]([Cl:51])=[CH:53][CH:54]=2)[CH:21]=[CH:20][C:3]=1[C:4]([NH:6][CH2:7][C:8]1[S:9][C:10]([O:13][C:14]2[CH:19]=[CH:18][CH:17]=[CH:16][CH:15]=2)=[CH:11][CH:12]=1)=[O:5]. The yield is 0.240. (4) The reactants are [CH2:1]([CH2:3][NH2:4])[OH:2].CC(C)([O-])C.[K+].F[C:12]1[CH:17]=[CH:16][C:15]([C:18]2[NH:22][N:21]=[C:20]([C:23]([F:26])([F:25])[F:24])[CH:19]=2)=[CH:14][CH:13]=1.O. The catalyst is CS(C)=O. The product is [F:26][C:23]([F:24])([F:25])[C:20]1[NH:21][N:22]=[C:18]([C:15]2[CH:16]=[CH:17][C:12]([O:2][CH2:1][CH2:3][NH2:4])=[CH:13][CH:14]=2)[CH:19]=1. The yield is 0.250.